Dataset: Catalyst prediction with 721,799 reactions and 888 catalyst types from USPTO. Task: Predict which catalyst facilitates the given reaction. (1) Reactant: [C:1](#[N:8])[C:2]1[CH:7]=[CH:6][CH:5]=[CH:4][CH:3]=1.[NH2:9][OH:10]. Product: [OH:10]/[N:9]=[C:1](\[NH2:8])/[C:2]1[CH:7]=[CH:6][CH:5]=[CH:4][CH:3]=1. The catalyst class is: 8. (2) Reactant: [OH:1][CH2:2][C@@H:3]1[C@H:7]([C:8]2[S:9][C:10]([CH3:13])=[CH:11][N:12]=2)[N:6]([C:14](=[O:27])[C:15]2[CH:20]=[CH:19][C:18]([C:21]([CH3:24])([CH3:23])[CH3:22])=[C:17]([O:25][CH3:26])[CH:16]=2)[C@:5]([CH2:35][C:36]2[N:37]=[CH:38][S:39][CH:40]=2)([C:28]([O:30][C:31]([CH3:34])([CH3:33])[CH3:32])=[O:29])[CH2:4]1.[H-].[Na+].I[CH3:44]. Product: [CH3:26][O:25][C:17]1[CH:16]=[C:15]([CH:20]=[CH:19][C:18]=1[C:21]([CH3:22])([CH3:23])[CH3:24])[C:14]([N:6]1[C@@H:7]([C:8]2[S:9][C:10]([CH3:13])=[CH:11][N:12]=2)[C@@H:3]([CH2:2][O:1][CH3:44])[CH2:4][C@@:5]1([CH2:35][C:36]1[N:37]=[CH:38][S:39][CH:40]=1)[C:28]([O:30][C:31]([CH3:32])([CH3:33])[CH3:34])=[O:29])=[O:27]. The catalyst class is: 9. (3) Reactant: C(O)C.[OH-].[K+].[CH2:6]([N:12]([CH2:17][CH2:18][CH2:19][CH2:20][CH:21]=[CH2:22])CCC#N)[CH2:7][CH2:8][CH2:9][CH:10]=[CH2:11].O. Product: [CH2:6]([NH:12][CH2:17][CH2:18][CH2:19][CH2:20][CH:21]=[CH2:22])[CH2:7][CH2:8][CH2:9][CH:10]=[CH2:11]. The catalyst class is: 22. (4) Reactant: [O:1]([C:8]1[CH:13]=[CH:12][C:11]([CH2:14][N:15]2[CH2:21][CH2:20][CH2:19][N:18]([CH2:22][C:23]3[CH:32]=[CH:31][C:26]([C:27](OC)=[O:28])=[CH:25][CH:24]=3)[CH2:17][CH2:16]2)=[CH:10][CH:9]=1)[C:2]1[CH:7]=[CH:6][CH:5]=[CH:4][CH:3]=1.[Li].C(=O)(O)[O-].[Na+]. Product: [O:1]([C:8]1[CH:9]=[CH:10][C:11]([CH2:14][N:15]2[CH2:21][CH2:20][CH2:19][N:18]([CH2:22][C:23]3[CH:24]=[CH:25][C:26]([CH2:27][OH:28])=[CH:31][CH:32]=3)[CH2:17][CH2:16]2)=[CH:12][CH:13]=1)[C:2]1[CH:7]=[CH:6][CH:5]=[CH:4][CH:3]=1. The catalyst class is: 7. (5) Reactant: [CH3:1][C:2]1[CH:11]=[C:10]2[C:5]([C:6]([N:19]3[CH2:24][CH2:23][NH:22][CH2:21][CH2:20]3)=[N:7][C:8]([C:12]3[CH:17]=[CH:16][CH:15]=[CH:14][C:13]=3[OH:18])=[N:9]2)=[CH:4][CH:3]=1.[OH:25][CH:26]([C:30]#[CH:31])[C:27](O)=[O:28].F[P-](F)(F)(F)(F)F.N1(O[P+](N(C)C)(N(C)C)N(C)C)C2C=CC=CC=2N=N1.C(N(CC)CC)C. Product: [OH:25][CH:26]([C:30]#[CH:31])[C:27]([N:22]1[CH2:23][CH2:24][N:19]([C:6]2[C:5]3[C:10](=[CH:11][C:2]([CH3:1])=[CH:3][CH:4]=3)[N:9]=[C:8]([C:12]3[CH:17]=[CH:16][CH:15]=[CH:14][C:13]=3[OH:18])[N:7]=2)[CH2:20][CH2:21]1)=[O:28]. The catalyst class is: 2. (6) The catalyst class is: 2. Reactant: [O:1]1[CH2:6][CH2:5][N:4]([C:7]2[CH:12]=[CH:11][CH:10]=[CH:9][C:8]=2[NH:13][C:14]2[N:23]=[CH:22][C:21]3[C:16](=[CH:17][CH:18]=[C:19]([O:24][C:25]4[CH:30]=[CH:29][N:28]=[C:27]([C:31]([O:33]CCCC)=[O:32])[CH:26]=4)[CH:20]=3)[N:15]=2)[CH2:3][CH2:2]1.FC(F)(F)C(O)=O. Product: [O:1]1[CH2:2][CH2:3][N:4]([C:7]2[CH:12]=[CH:11][CH:10]=[CH:9][C:8]=2[NH:13][C:14]2[N:23]=[CH:22][C:21]3[C:16](=[CH:17][CH:18]=[C:19]([O:24][C:25]4[CH:30]=[CH:29][N:28]=[C:27]([C:31]([OH:33])=[O:32])[CH:26]=4)[CH:20]=3)[N:15]=2)[CH2:5][CH2:6]1. (7) Reactant: [C:1]([C:5]1[CH:9]=[C:8]([NH2:10])[N:7]([C:11]2[CH:16]=[CH:15][C:14]([CH3:17])=[CH:13][CH:12]=2)[N:6]=1)([CH3:4])([CH3:3])[CH3:2].[C:18]([O-:21])(O)=O.[Na+].ClC(OC(Cl)=O)(Cl)Cl.[NH2:31][C:32]1[C:41]2[C:36](=[CH:37][CH:38]=[CH:39][CH:40]=2)[C:35]([O:42][CH:43]([C:45]2[CH:50]=[CH:49][N:48]=[C:47]([NH2:51])[CH:46]=2)[CH3:44])=[CH:34][CH:33]=1.CCN(C(C)C)C(C)C. Product: [NH2:51][C:47]1[CH:46]=[C:45]([CH:43]([O:42][C:35]2[C:36]3[C:41](=[CH:40][CH:39]=[CH:38][CH:37]=3)[C:32]([NH:31][C:18]([NH:10][C:8]3[N:7]([C:11]4[CH:12]=[CH:13][C:14]([CH3:17])=[CH:15][CH:16]=4)[N:6]=[C:5]([C:1]([CH3:4])([CH3:3])[CH3:2])[CH:9]=3)=[O:21])=[CH:33][CH:34]=2)[CH3:44])[CH:50]=[CH:49][N:48]=1. The catalyst class is: 781.